Dataset: Forward reaction prediction with 1.9M reactions from USPTO patents (1976-2016). Task: Predict the product of the given reaction. (1) Given the reactants [N+:1]([CH:4]([CH3:6])[CH3:5])([O-:3])=[O:2].[C:7]([N:10]1[CH2:15][CH2:14][NH:13][CH2:12][CH2:11]1)(=[O:9])[CH3:8].[OH-].[Na+].[CH2:18]=O, predict the reaction product. The product is: [CH3:5][C:4]([N+:1]([O-:3])=[O:2])([CH3:18])[CH2:6][N:13]1[CH2:14][CH2:15][N:10]([C:7](=[O:9])[CH3:8])[CH2:11][CH2:12]1. (2) Given the reactants [N:1]([CH:4]([C:8]1[N:9]([CH2:19][C:20]2[CH:25]=[CH:24][CH:23]=[CH:22][CH:21]=2)[C:10](=[O:18])[C:11]2[C:16]([CH3:17])=[N:15][S:14][C:12]=2[N:13]=1)[CH:5]([CH3:7])[CH3:6])=[N+]=[N-], predict the reaction product. The product is: [NH2:1][CH:4]([C:8]1[N:9]([CH2:19][C:20]2[CH:21]=[CH:22][CH:23]=[CH:24][CH:25]=2)[C:10](=[O:18])[C:11]2[C:16]([CH3:17])=[N:15][S:14][C:12]=2[N:13]=1)[CH:5]([CH3:7])[CH3:6]. (3) Given the reactants C(OC(=O)[NH:7][C:8]1[CH:13]=[C:12]([N:14]([CH3:16])[CH3:15])[C:11]([Cl:17])=[CH:10][C:9]=1[NH:18][C:19](=[O:37])[CH2:20][C:21]([C:23]1[CH:28]=[CH:27][CH:26]=[C:25]([C:29]2[O:33][N:32]=[C:31]([CH2:34][O:35][CH3:36])[CH:30]=2)[CH:24]=1)=O)(C)(C)C.C(O)(C(F)(F)F)=O, predict the reaction product. The product is: [Cl:17][C:11]1[C:12]([N:14]([CH3:16])[CH3:15])=[CH:13][C:8]2[N:7]=[C:21]([C:23]3[CH:28]=[CH:27][CH:26]=[C:25]([C:29]4[O:33][N:32]=[C:31]([CH2:34][O:35][CH3:36])[CH:30]=4)[CH:24]=3)[CH2:20][C:19](=[O:37])[NH:18][C:9]=2[CH:10]=1. (4) Given the reactants ClC(Cl)(Cl)C[O:4][C:5](=O)[NH:6][C:7]1[C:8]([CH3:27])=[C:9]([CH3:26])[C:10]2[O:14][CH2:13][CH:12]([C:15]3[CH:20]=[CH:19][C:18]([CH:21]([CH3:23])[CH3:22])=[CH:17][CH:16]=3)[C:11]=2[C:24]=1[CH3:25].[CH2:31]([NH:33][CH2:34][CH3:35])[CH3:32], predict the reaction product. The product is: [CH2:31]([N:33]([CH2:34][CH3:35])[C:5]([NH:6][C:7]1[C:8]([CH3:27])=[C:9]([CH3:26])[C:10]2[O:14][CH2:13][CH:12]([C:15]3[CH:20]=[CH:19][C:18]([CH:21]([CH3:23])[CH3:22])=[CH:17][CH:16]=3)[C:11]=2[C:24]=1[CH3:25])=[O:4])[CH3:32]. (5) The product is: [CH2:20]([O:29][C:30](=[O:31])[NH:10][C@H:9]1[CH2:8][NH:7][C:6]1=[O:5])[CH2:21]/[CH:22]=[CH:23]\[CH2:24][CH2:25][CH2:26][CH2:27][CH3:28]. Given the reactants C([O-])(=O)C.[O:5]=[C:6]1[C@@H:9]([NH3+:10])[CH2:8][NH:7]1.CCN(C(C)C)C(C)C.[CH2:20]([O:29][C:30](N1C=CC=CC1=O)=[O:31])[CH2:21]/[CH:22]=[CH:23]\[CH2:24][CH2:25][CH2:26][CH2:27][CH3:28], predict the reaction product. (6) Given the reactants [O:1]1[C:5]2[C:6]3[C:7](=[CH:13][CH2:14][NH2:15])[CH2:8][CH2:9][C:10]=3[CH:11]=[CH:12][C:4]=2[N:3]=[CH:2]1.C(N(CC)CC)C.[C:23](OC(=O)C)(=[O:25])[CH3:24].C(=O)([O-])O.[Na+], predict the reaction product. The product is: [O:1]1[C:5]2[C:6]3[C:7](=[CH:13][CH2:14][NH:15][C:23](=[O:25])[CH3:24])[CH2:8][CH2:9][C:10]=3[CH:11]=[CH:12][C:4]=2[N:3]=[CH:2]1. (7) Given the reactants Cl[C:2]1[CH:3]=[C:4]([C:31]([Cl:34])=[CH:32][N:33]=1)[C:5]([NH:7][C:8]1[CH:30]=[CH:29][C:11]2[CH2:12][CH2:13][C:14]3[C:15]([C:26]([NH2:28])=[O:27])=[N:16][N:17]([C:19]4[CH:24]=[CH:23][C:22]([F:25])=[CH:21][CH:20]=4)[C:18]=3[C:10]=2[CH:9]=1)=[O:6].[CH3:35][N:36]1[CH2:42][CH2:41][CH2:40][NH:39][CH2:38][CH2:37]1, predict the reaction product. The product is: [Cl:34][C:31]1[C:4]([C:5]([NH:7][C:8]2[CH:30]=[CH:29][C:11]3[CH2:12][CH2:13][C:14]4[C:15]([C:26]([NH2:28])=[O:27])=[N:16][N:17]([C:19]5[CH:24]=[CH:23][C:22]([F:25])=[CH:21][CH:20]=5)[C:18]=4[C:10]=3[CH:9]=2)=[O:6])=[CH:3][C:2]([N:39]2[CH2:40][CH2:41][CH2:42][N:36]([CH3:35])[CH2:37][CH2:38]2)=[N:33][CH:32]=1. (8) Given the reactants [Br:1][C:2]1[C:10]2[NH:9][CH:8]=[N:7][C:6]=2[CH:5]=[C:4]([C:11]([F:14])([F:13])[F:12])[CH:3]=1.C(=O)([O-])[O-].[K+].[K+].[C:21]1([C:27]#[C:28][C:29]([O:31][CH2:32][CH3:33])=[O:30])[CH:26]=[CH:25][CH:24]=[CH:23][CH:22]=1, predict the reaction product. The product is: [Br:1][C:2]1[C:10]2[N:9]=[CH:8][N:7]([C:27]([C:21]3[CH:22]=[CH:23][CH:24]=[CH:25][CH:26]=3)=[CH:28][C:29]([O:31][CH2:32][CH3:33])=[O:30])[C:6]=2[CH:5]=[C:4]([C:11]([F:14])([F:13])[F:12])[CH:3]=1. (9) Given the reactants C(OC(=O)N[C@H:8]1[C@H:13](N2[CH2:12][CH2:13][CH2:8][CH2:9]2)[CH2:12]CO[CH2:9]1)(C)(C)C.Cl.[NH2:21][CH:22]1[CH:27]([NH:28][C:29](=[O:44])[C:30]2[C:35]([S:36][CH3:37])=[CH:34][C:33]([C:38]([F:41])([F:40])[F:39])=[CH:32][C:31]=2[O:42][CH3:43])[CH2:26][CH2:25][O:24][CH2:23]1, predict the reaction product. The product is: [CH3:43][O:42][C:31]1[CH:32]=[C:33]([C:38]([F:40])([F:39])[F:41])[CH:34]=[C:35]([S:36][CH3:37])[C:30]=1[C:29]([NH:28][C@H:27]1[CH2:26][CH2:25][O:24][CH2:23][C@H:22]1[N:21]1[CH2:12][CH2:13][CH2:8][CH2:9]1)=[O:44]. (10) Given the reactants [CH3:1][C:2]1[CH:3]=[C:4]([CH:9]=[C:10]([CH3:24])[C:11]=1[O:12][C:13]1[CH:18]=[CH:17][C:16]([O:19][CH3:20])=[C:15]([CH:21]([CH3:23])[CH3:22])[CH:14]=1)[C:5]([O:7]C)=[O:6].[OH-].[Na+].Cl, predict the reaction product. The product is: [CH:21]([C:15]1[CH:14]=[C:13]([CH:18]=[CH:17][C:16]=1[O:19][CH3:20])[O:12][C:11]1[C:2]([CH3:1])=[CH:3][C:4]([C:5]([OH:7])=[O:6])=[CH:9][C:10]=1[CH3:24])([CH3:23])[CH3:22].